From a dataset of Catalyst prediction with 721,799 reactions and 888 catalyst types from USPTO. Predict which catalyst facilitates the given reaction. (1) Reactant: [F:1][C:2]1[CH:8]=[C:7]([O:9][C:10]2[CH:15]=[CH:14][C:13]([C:16]3[N:17]=[C:18]([CH2:21][O:22][C:23]4[CH:28]=[CH:27][CH:26]=[CH:25][CH:24]=4)[NH:19][CH:20]=3)=[CH:12][CH:11]=2)[CH:6]=[CH:5][C:3]=1[NH2:4].C(N(CC)CC)C.[S:36](Cl)([N:39]=[C:40]=[O:41])(=[O:38])=[O:37].[C:43]([OH:47])([CH3:46])([CH3:45])[CH3:44]. Product: [F:1][C:2]1[CH:8]=[C:7]([O:9][C:10]2[CH:11]=[CH:12][C:13]([C:16]3[N:17]=[C:18]([CH2:21][O:22][C:23]4[CH:24]=[CH:25][CH:26]=[CH:27][CH:28]=4)[NH:19][CH:20]=3)=[CH:14][CH:15]=2)[CH:6]=[CH:5][C:3]=1[NH:4][S:36]([NH:39][C:40](=[O:41])[O:47][C:43]([CH3:46])([CH3:45])[CH3:44])(=[O:38])=[O:37]. The catalyst class is: 4. (2) Reactant: C[Si]([N-][Si](C)(C)C)(C)C.[Na+:10].[C:11]1([CH3:20])[CH:16]=[CH:15][C:14]([N:17]=[C:18]=[S:19])=[CH:13][CH:12]=1.[CH3:21][CH2:22][OH:23]. Product: [C:14]([C:13]1[CH:12]=[CH:21][C:22](=[O:23])[N:17]([C:14]2[CH:15]=[CH:16][C:11]([CH3:20])=[CH:12][CH:13]=2)[C:18]=1[S-:19])#[N:17].[Na+:10]. The catalyst class is: 577. (3) Reactant: [CH2:1](Cl)CCl.[NH2:5][C:6]1[N:11]=[CH:10][C:9]([CH:12]=[CH:13][C:14]([OH:16])=O)=[CH:8][CH:7]=1.[NH:17]1[C:25]2[C:20](=[CH:21][CH:22]=[CH:23][CH:24]=2)[CH:19]=[CH:18]1.[CH:26]1[CH:27]=[CH:28][C:29]2N(O)N=N[C:30]=2[CH:31]=1.O.[CH:37]([N:40](C(C)C)[CH2:41]C)(C)C. Product: [NH2:5][C:6]1[N:11]=[CH:10][C:9](/[CH:12]=[CH:13]/[C:14]([N:40]([CH2:41][C:19]2[C:20]3[C:25](=[CH:24][CH:23]=[CH:22][CH:21]=3)[N:17]([CH2:1][C:30]3[CH:29]=[CH:28][CH:27]=[CH:26][CH:31]=3)[CH:18]=2)[CH3:37])=[O:16])=[CH:8][CH:7]=1. The catalyst class is: 3. (4) Reactant: [NH2:1][C:2]1[N:6]([CH2:7][CH2:8][CH2:9][N:10]2[CH2:15][CH2:14][O:13][CH2:12][CH2:11]2)[C:5]([SH:16])=[N:4][C:3]=1[C:17]([NH2:19])=[O:18].O1CCN(CCCN=C=S)CC1.I[C:33]1[C:41]([I:42])=[CH:40][C:36]2[O:37][CH2:38][O:39][C:35]=2[CH:34]=1. Product: [NH2:1][C:2]1[N:6]([CH2:7][CH2:8][CH2:9][N:10]2[CH2:11][CH2:12][O:13][CH2:14][CH2:15]2)[C:5]([S:16][C:33]2[C:41]([I:42])=[CH:40][C:36]3[O:37][CH2:38][O:39][C:35]=3[CH:34]=2)=[N:4][C:3]=1[C:17]([NH2:19])=[O:18]. The catalyst class is: 28. (5) Reactant: [H-].[Na+].C(OP([CH2:11][C:12]([O:14][CH2:15][CH3:16])=[O:13])(OCC)=O)C.[CH2:17]([O:21][C:22]1[CH:29]=[CH:28][CH:27]=[CH:26][C:23]=1[CH:24]=O)[CH:18]([CH3:20])[CH3:19].C(OCC)(=O)C. The catalyst class is: 30. Product: [CH2:17]([O:21][C:22]1[CH:29]=[CH:28][CH:27]=[CH:26][C:23]=1[CH:24]=[CH:11][C:12]([O:14][CH2:15][CH3:16])=[O:13])[CH:18]([CH3:20])[CH3:19].